From a dataset of Peptide-MHC class I binding affinity with 185,985 pairs from IEDB/IMGT. Regression. Given a peptide amino acid sequence and an MHC pseudo amino acid sequence, predict their binding affinity value. This is MHC class I binding data. (1) The peptide sequence is YLGPTIRVW. The MHC is HLA-B27:05 with pseudo-sequence HLA-B27:05. The binding affinity (normalized) is 0.0847. (2) The MHC is Mamu-A01 with pseudo-sequence Mamu-A01. The peptide sequence is FGPLWILQA. The binding affinity (normalized) is 0.294.